Dataset: Reaction yield outcomes from USPTO patents with 853,638 reactions. Task: Predict the reaction yield, written as a fraction of the theoretical maximum amount of product (1.0 means a 100% yield; for example, 0.34 means a 34% yield). (1) The reactants are [Br:1][C:2]1[CH:7]=[CH:6][C:5]([CH:8]([OH:21])[CH2:9][N:10]([CH2:18][CH2:19]O)[C:11](=[O:17])[O:12][C:13]([CH3:16])([CH3:15])[CH3:14])=[C:4]([F:22])[CH:3]=1.C(N(CC)CC)C.CS(Cl)(=O)=O. The catalyst is C1COCC1. The product is [Br:1][C:2]1[CH:7]=[CH:6][C:5]([CH:8]2[O:21][CH2:19][CH2:18][N:10]([C:11]([O:12][C:13]([CH3:16])([CH3:15])[CH3:14])=[O:17])[CH2:9]2)=[C:4]([F:22])[CH:3]=1. The yield is 0.440. (2) The reactants are [CH3:1][CH:2]([CH3:37])[CH2:3][C@@H:4]([NH:21][C:22]1[CH:36]=[CH:35][C:25]([C:26]([NH:28][CH2:29][CH2:30][C:31]([O:33]C)=[O:32])=[O:27])=[CH:24][N:23]=1)[C:5]1[CH:10]=[CH:9][C:8]([C:11]2[CH:16]=[CH:15][C:14]([C:17]([F:20])([F:19])[F:18])=[CH:13][CH:12]=2)=[CH:7][CH:6]=1.O1CCCC1.[OH-].[Na+]. The catalyst is CO. The product is [CH3:1][CH:2]([CH3:37])[CH2:3][C@@H:4]([NH:21][C:22]1[CH:36]=[CH:35][C:25]([C:26]([NH:28][CH2:29][CH2:30][C:31]([OH:33])=[O:32])=[O:27])=[CH:24][N:23]=1)[C:5]1[CH:6]=[CH:7][C:8]([C:11]2[CH:12]=[CH:13][C:14]([C:17]([F:19])([F:20])[F:18])=[CH:15][CH:16]=2)=[CH:9][CH:10]=1. The yield is 0.764.